From a dataset of Full USPTO retrosynthesis dataset with 1.9M reactions from patents (1976-2016). Predict the reactants needed to synthesize the given product. Given the product [Cl:1][C:2]1[CH:7]=[CH:6][C:5]([C:8]2[C:17]3[C:12](=[CH:13][CH:14]=[C:15]([C:18]([NH:52][CH2:53][C:54]4([CH3:60])[CH2:55][CH2:56][C:57](=[O:59])[NH:58]4)=[O:20])[CH:16]=3)[CH:11]=[N:10][CH:9]=2)=[CH:4][CH:3]=1, predict the reactants needed to synthesize it. The reactants are: [Cl:1][C:2]1[CH:7]=[CH:6][C:5]([C:8]2[C:17]3[C:12](=[CH:13][CH:14]=[C:15]([C:18]([OH:20])=O)[CH:16]=3)[CH:11]=[N:10][CH:9]=2)=[CH:4][CH:3]=1.F[B-](F)(F)F.N1(OC(N(C)C)=[N+](C)C)C2C=CC=CC=2N=N1.C(N(CC)C(C)C)(C)C.[NH2:52][CH2:53][C:54]1([CH3:60])[NH:58][C:57](=[O:59])[CH2:56][CH2:55]1.